This data is from Forward reaction prediction with 1.9M reactions from USPTO patents (1976-2016). The task is: Predict the product of the given reaction. (1) Given the reactants C([O:3][C:4](=[O:41])[C:5]1[CH:10]=[CH:9][C:8]([N:11]2[CH2:16][CH2:15][N:14]([C:17]3[CH:22]=[CH:21][C:20]([NH:23][C:24]([C:26]4[N:27]=[C:28]([C:35]5[CH:40]=[CH:39][CH:38]=[CH:37][CH:36]=5)[O:29][C:30]=4[C:31]([F:34])([F:33])[F:32])=[O:25])=[CH:19][N:18]=3)[CH2:13][CH2:12]2)=[CH:7][CH:6]=1)C.[Li+].[OH-], predict the reaction product. The product is: [C:35]1([C:28]2[O:29][C:30]([C:31]([F:32])([F:34])[F:33])=[C:26]([C:24]([NH:23][C:20]3[CH:21]=[CH:22][C:17]([N:14]4[CH2:13][CH2:12][N:11]([C:8]5[CH:9]=[CH:10][C:5]([C:4]([OH:41])=[O:3])=[CH:6][CH:7]=5)[CH2:16][CH2:15]4)=[N:18][CH:19]=3)=[O:25])[N:27]=2)[CH:36]=[CH:37][CH:38]=[CH:39][CH:40]=1. (2) Given the reactants [CH:1]1([N:6]2[CH2:14][C:11]3([CH2:13][CH2:12]3)[C:10](=[O:15])[N:9]([CH3:16])[C:8]3[CH:17]=[N:18][C:19]([NH:21][C:22]4[CH:30]=[CH:29][C:25]([C:26](O)=[O:27])=[CH:24][CH:23]=4)=[N:20][C:7]2=3)[CH2:5][CH2:4][CH2:3][CH2:2]1.ON1[C:36]2[CH:37]=C[CH:39]=[CH:40][C:35]=2[N:34]=N1.F[P-](F)(F)(F)(F)F.CN(C(N(C)C)=[N+]1C2C=CC=CC=2[N+]([O-:61])=N1)C.C(N(C(C)C)C(C)C)C.NC1CCN(C)CC1, predict the reaction product. The product is: [CH:1]1([N:6]2[CH2:14][C:11]3([CH2:12][CH2:13]3)[C:10](=[O:15])[N:9]([CH3:16])[C:8]3[CH:17]=[N:18][C:19]([NH:21][C:22]4[CH:30]=[CH:29][C:25]([C:26]([NH:34][CH:35]5[CH2:40][CH2:39][O:61][CH2:37][CH2:36]5)=[O:27])=[CH:24][CH:23]=4)=[N:20][C:7]2=3)[CH2:2][CH2:3][CH2:4][CH2:5]1. (3) Given the reactants Br[C:2]1[CH:3]=[C:4]([C:9]([OH:11])=O)[CH:5]=[N:6][C:7]=1Cl.[CH3:12][O:13][CH2:14][CH2:15][CH2:16][OH:17].[F:18][C:19]1[CH:24]=[CH:23][C:22](B(O)O)=[CH:21][CH:20]=1.[NH2:28][C@@H:29]1[CH2:34][CH2:33][CH2:32][CH2:31][C@H:30]1[OH:35], predict the reaction product. The product is: [F:18][C:19]1[CH:24]=[CH:23][C:22]([C:2]2[C:7]([O:17][CH2:16][CH2:15][CH2:14][O:13][CH3:12])=[N:6][CH:5]=[C:4]([CH:3]=2)[C:9]([NH:28][C@@H:29]2[CH2:34][CH2:33][CH2:32][CH2:31][C@H:30]2[OH:35])=[O:11])=[CH:21][CH:20]=1. (4) Given the reactants [N:1]1[C:10]2[C:5](=[CH:6][CH:7]=[CH:8][CH:9]=2)[C:4](C=O)=[CH:3][CH:2]=1.C1C[O:16][CH2:15]C1.[BH4-].[Na+].N1C2C(=CC=CC=2)C(CO)=CC=1, predict the reaction product. The product is: [N:1]1[C:10]2[C:5](=[CH:6][CH:7]=[CH:8][CH:9]=2)[CH:4]=[C:3]([CH2:15][OH:16])[CH:2]=1. (5) Given the reactants Cl.[N:2]1[CH:7]=[CH:6][C:5]([O:8][C:9]2[CH:14]=[CH:13][C:12]([S:15](Cl)(=[O:17])=[O:16])=[CH:11][CH:10]=2)=[CH:4][CH:3]=1.[CH3:19][NH2:20], predict the reaction product. The product is: [CH3:19][NH:20][S:15]([C:12]1[CH:13]=[CH:14][C:9]([O:8][C:5]2[CH:6]=[CH:7][N:2]=[CH:3][CH:4]=2)=[CH:10][CH:11]=1)(=[O:17])=[O:16]. (6) Given the reactants [Cl:1][C:2]1[CH:30]=[C:29]([Cl:31])[C:28]([O:32][CH3:33])=[CH:27][C:3]=1[NH:4][C:5]1[C:14]2[C:9](=[CH:10][C:11]3[CH:18]=[C:17]([O:19][CH2:20][CH2:21]Cl)[C:16]([O:23][CH3:24])=[CH:15][C:12]=3[CH:13]=2)[N:8]=[CH:7][C:6]=1[C:25]#[N:26].[Cl:34][C:35]1[CH:63]=[C:62]([Cl:64])[C:61]([O:65][CH3:66])=[CH:60][C:36]=1[NH:37][C:38]1[C:47]2[C:42](=[CH:43][C:44]3[CH:51]=[C:50]([O:52][CH3:53])[C:49]([O:54][CH2:55][CH2:56]Cl)=[CH:48][C:45]=3[CH:46]=2)[N:41]=[CH:40][C:39]=1[C:58]#[N:59].[CH3:67][N:68]1[CH2:73][CH2:72][NH:71][CH2:70][CH2:69]1.[I-].[Na+], predict the reaction product. The product is: [Cl:34][C:35]1[CH:63]=[C:62]([Cl:64])[C:61]([O:65][CH3:66])=[CH:60][C:36]=1[NH:37][C:38]1[C:47]2[C:42](=[CH:43][C:44]3[CH:51]=[C:50]([O:52][CH3:53])[C:49]([O:54][CH2:55][CH2:56][N:71]4[CH2:72][CH2:73][N:68]([CH3:67])[CH2:69][CH2:70]4)=[CH:48][C:45]=3[CH:46]=2)[N:41]=[CH:40][C:39]=1[C:58]#[N:59].[Cl:1][C:2]1[CH:30]=[C:29]([Cl:31])[C:28]([O:32][CH3:33])=[CH:27][C:3]=1[NH:4][C:5]1[C:14]2[C:9](=[CH:10][C:11]3[CH:18]=[C:17]([O:19][CH2:20][CH2:21][N:71]4[CH2:72][CH2:73][N:68]([CH3:67])[CH2:69][CH2:70]4)[C:16]([O:23][CH3:24])=[CH:15][C:12]=3[CH:13]=2)[N:8]=[CH:7][C:6]=1[C:25]#[N:26]. (7) Given the reactants C([O-])([O-])=O.[K+].[K+].[Br:7][C:8]1[CH:13]=[CH:12][CH:11]=[CH:10][C:9]=1[C:14](=[O:20])[CH2:15][CH2:16][CH2:17][CH2:18]Cl.[CH3:21][CH:22]([CH3:38])[C:23]([NH:25][C:26]1[CH:31]=[CH:30][CH:29]=[C:28]([CH:32]2[CH2:37][CH2:36][NH:35][CH2:34][CH2:33]2)[CH:27]=1)=[O:24], predict the reaction product. The product is: [Br:7][C:8]1[CH:13]=[CH:12][CH:11]=[CH:10][C:9]=1[C:14](=[O:20])[CH2:15][CH2:16][CH2:17][CH2:18][N:35]1[CH2:36][CH2:37][CH:32]([C:28]2[CH:27]=[C:26]([NH:25][C:23](=[O:24])[CH:22]([CH3:21])[CH3:38])[CH:31]=[CH:30][CH:29]=2)[CH2:33][CH2:34]1. (8) Given the reactants [CH2:1]([N:4]([CH2:22][CH2:23][CH3:24])[C:5]([C:7]1[CH:8]=[C:9]([CH:14]=[C:15]([C:17]2[NH:18][CH:19]=[CH:20][N:21]=2)[CH:16]=1)[C:10]([O:12]C)=[O:11])=[O:6])[CH2:2][CH3:3].[OH-].[Li+], predict the reaction product. The product is: [CH2:22]([N:4]([CH2:1][CH2:2][CH3:3])[C:5]([C:7]1[CH:8]=[C:9]([CH:14]=[C:15]([C:17]2[NH:21][CH:20]=[CH:19][N:18]=2)[CH:16]=1)[C:10]([OH:12])=[O:11])=[O:6])[CH2:23][CH3:24]. (9) Given the reactants C(OC([N:6]1[CH2:11][CH2:10][CH:9]([C:12]2[CH:17]=[CH:16][C:15]([C:18]([N:20]3[C:29]4[C:24](=[CH:25][CH:26]=[CH:27][CH:28]=4)[C@H:23]([N:30]([C:35]4[CH:40]=[CH:39][CH:38]=[CH:37][CH:36]=4)[C:31](=[O:34])[CH2:32][CH3:33])[CH2:22][C@@H:21]3[CH3:41])=[O:19])=[CH:14][CH:13]=2)[CH2:8][CH2:7]1)=O)C.I[Si](C)(C)C, predict the reaction product. The product is: [CH3:41][C@H:21]1[CH2:22][C@@H:23]([N:30]([C:35]2[CH:40]=[CH:39][CH:38]=[CH:37][CH:36]=2)[C:31](=[O:34])[CH2:32][CH3:33])[C:24]2[C:29](=[CH:28][CH:27]=[CH:26][CH:25]=2)[N:20]1[C:18](=[O:19])[C:15]1[CH:14]=[CH:13][C:12]([CH:9]2[CH2:8][CH2:7][NH:6][CH2:11][CH2:10]2)=[CH:17][CH:16]=1.